From a dataset of Catalyst prediction with 721,799 reactions and 888 catalyst types from USPTO. Predict which catalyst facilitates the given reaction. (1) Reactant: [C:1]([S:20][C:21]1[CH:26]=[CH:25][CH:24]=[CH:23][C:22]=1[CH2:27]O)([C:14]1[CH:19]=[CH:18][CH:17]=[CH:16][CH:15]=1)([C:8]1[CH:13]=[CH:12][CH:11]=[CH:10][CH:9]=1)[C:2]1[CH:7]=[CH:6][CH:5]=[CH:4][CH:3]=1.[C:29]([NH2:40])(=[O:39])[C:30]1[C:31](=[CH:35][CH:36]=[CH:37][CH:38]=1)[C:32](N)=[O:33].S1C=CC=C1P.CCOC(/N=N/C(OCC)=O)=O. Product: [C:1]([S:20][C:21]1[CH:26]=[CH:25][CH:24]=[CH:23][C:22]=1[CH2:27][N:40]1[C:29](=[O:39])[C:30]2[C:31](=[CH:35][CH:36]=[CH:37][CH:38]=2)[C:32]1=[O:33])([C:14]1[CH:15]=[CH:16][CH:17]=[CH:18][CH:19]=1)([C:8]1[CH:13]=[CH:12][CH:11]=[CH:10][CH:9]=1)[C:2]1[CH:3]=[CH:4][CH:5]=[CH:6][CH:7]=1. The catalyst class is: 1. (2) Reactant: N1C=CC=CC=1.Cl.[NH2:8][OH:9].[CH2:10]([C:12]1[CH:13]=[C:14]2[C:19](=[CH:20][CH:21]=1)[N:18]([CH3:22])[CH2:17][CH2:16][C:15]2=O)[CH3:11]. Product: [CH2:10]([C:12]1[CH:13]=[C:14]2[C:19](=[CH:20][CH:21]=1)[N:18]([CH3:22])[CH2:17][CH2:16]/[C:15]/2=[N:8]\[OH:9])[CH3:11]. The catalyst class is: 8. (3) Reactant: [CH3:1][S:2](Cl)(=[O:4])=[O:3].[OH:6][CH:7]1[CH2:12][CH2:11][CH:10]([C:13]([O:15][CH3:16])=[O:14])[C:9]([CH3:18])([CH3:17])[CH2:8]1.C(N(CC)CC)C. Product: [CH3:17][C:9]1([CH3:18])[CH2:8][CH:7]([O:6][S:2]([CH3:1])(=[O:4])=[O:3])[CH2:12][CH2:11][CH:10]1[C:13]([O:15][CH3:16])=[O:14]. The catalyst class is: 503. (4) Reactant: FC(F)(F)C([O-])=O.[CH:8]1([C@H:14]2[C:47](=[O:48])[N:46]3[CH2:49][C@@H:43]([CH2:44][C@H:45]3[C:50](=[O:67])[NH:51][C@:52]3([C:57](=[O:66])[NH:58][S:59]([C:62]4([CH3:65])[CH2:64][CH2:63]4)(=[O:61])=[O:60])[CH2:54][C@H:53]3[CH:55]=[CH2:56])[O:42][C:26]3=[N:27][C:28]4[CH:29]=[CH:30][CH:31]=[CH:32][C:33]=4[C:34]([O:35][CH:36]4[CH2:41][CH2:40][NH2+:39][CH2:38][CH2:37]4)=[C:25]3[CH2:24][CH2:23][CH2:22][CH2:21][CH2:20][C@@H:19]3[CH2:68][C@H:18]3[O:17][C:16](=[O:69])[NH:15]2)[CH2:13][CH2:12][CH2:11][CH2:10][CH2:9]1.CCN(C(C)C)C(C)C.[CH:79]([S:81]([CH3:84])(=[O:83])=[O:82])=[CH2:80]. Product: [CH:8]1([C@H:14]2[C:47](=[O:48])[N:46]3[CH2:49][C@@H:43]([CH2:44][C@H:45]3[C:50]([NH:51][C@:52]3([C:57](=[O:66])[NH:58][S:59]([C:62]4([CH3:65])[CH2:63][CH2:64]4)(=[O:61])=[O:60])[CH2:54][C@H:53]3[CH:55]=[CH2:56])=[O:67])[O:42][C:26]3=[N:27][C:28]4[CH:29]=[CH:30][CH:31]=[CH:32][C:33]=4[C:34]([O:35][CH:36]4[CH2:37][CH2:38][N:39]([CH2:80][CH2:79][S:81]([CH3:84])(=[O:83])=[O:82])[CH2:40][CH2:41]4)=[C:25]3[CH2:24][CH2:23][CH2:22][CH2:21][CH2:20][C@@H:19]3[CH2:68][C@H:18]3[O:17][C:16](=[O:69])[NH:15]2)[CH2:13][CH2:12][CH2:11][CH2:10][CH2:9]1. The catalyst class is: 2. (5) Reactant: [F:1][C:2]1[CH:3]=[C:4]2[C:9](=[CH:10][CH:11]=1)[N:8]=[C:7]([C@H:12]([NH2:14])[CH3:13])[C:6]([C:15]1[CH:16]=[N:17][CH:18]=[CH:19][CH:20]=1)=[C:5]2[O:21][CH3:22].[NH2:23][C:24]1[C:29]([C:30]#[N:31])=[C:28](Cl)[N:27]=[CH:26][N:25]=1.CCN(C(C)C)C(C)C. Product: [NH2:23][C:24]1[C:29]([C:30]#[N:31])=[C:28]([NH:14][C@@H:12]([C:7]2[C:6]([C:15]3[CH:16]=[N:17][CH:18]=[CH:19][CH:20]=3)=[C:5]([O:21][CH3:22])[C:4]3[C:9](=[CH:10][CH:11]=[C:2]([F:1])[CH:3]=3)[N:8]=2)[CH3:13])[N:27]=[CH:26][N:25]=1. The catalyst class is: 51. (6) Reactant: [N:1]1[N:2]=[C:3]([C:10]2[CH:19]=[CH:18][C:17]3[C:12](=[C:13]([N:20]4[CH2:25][CH2:24][C:23]([NH:27]C(=O)OCC5C=CC=CC=5)([CH3:26])[CH2:22][CH2:21]4)[CH:14]=[CH:15][CH:16]=3)[N:11]=2)[N:4]2[CH:9]=[CH:8][CH:7]=[CH:6][C:5]=12.Cl. Product: [N:1]1[N:2]=[C:3]([C:10]2[CH:19]=[CH:18][C:17]3[C:12](=[C:13]([N:20]4[CH2:21][CH2:22][C:23]([CH3:26])([NH2:27])[CH2:24][CH2:25]4)[CH:14]=[CH:15][CH:16]=3)[N:11]=2)[N:4]2[CH:9]=[CH:8][CH:7]=[CH:6][C:5]=12. The catalyst class is: 232. (7) Reactant: Br[C:2]1[CH:7]=[CH:6][C:5]([C:8]([CH:10]2[CH2:15][CH2:14][NH:13][CH2:12][CH2:11]2)=[O:9])=[CH:4][CH:3]=1.[Cl:16][C:17]1[CH:18]=[C:19](B(O)O)[CH:20]=[CH:21][CH:22]=1.C(=O)([O-])[O-].[K+].[K+]. Product: [ClH:16].[Cl:16][C:17]1[CH:22]=[C:21]([C:2]2[CH:7]=[CH:6][C:5]([C:8]([CH:10]3[CH2:15][CH2:14][NH:13][CH2:12][CH2:11]3)=[O:9])=[CH:4][CH:3]=2)[CH:20]=[CH:19][CH:18]=1. The catalyst class is: 252.